From a dataset of Full USPTO retrosynthesis dataset with 1.9M reactions from patents (1976-2016). Predict the reactants needed to synthesize the given product. (1) Given the product [CH:8]1([N:11]([CH2:12][C:13]2[CH:14]=[C:15]([C:21]3[CH:22]=[CH:23][C:24]4[O:28][N:27]=[C:26]([NH:29][CH2:30][C:31]([CH3:32])([CH3:34])[CH3:33])[C:25]=4[CH:35]=3)[CH:16]=[CH:17][C:18]=2[O:19][CH3:20])[S:37]([CH3:36])(=[O:39])=[O:38])[CH2:9][CH2:10]1, predict the reactants needed to synthesize it. The reactants are: C(N(CC)CC)C.[CH:8]1([NH:11][CH2:12][C:13]2[CH:14]=[C:15]([C:21]3[CH:22]=[CH:23][C:24]4[O:28][N:27]=[C:26]([NH:29][CH2:30][C:31]([CH3:34])([CH3:33])[CH3:32])[C:25]=4[CH:35]=3)[CH:16]=[CH:17][C:18]=2[O:19][CH3:20])[CH2:10][CH2:9]1.[CH3:36][S:37](Cl)(=[O:39])=[O:38]. (2) Given the product [Cl:1][C:2]1[C:9]([CH2:10][CH3:11])=[C:8]([N:16]2[CH2:17][CH2:18][C@H:14]([OH:13])[C@@H:15]2[CH3:19])[CH:7]=[CH:6][C:3]=1[C:4]#[N:5], predict the reactants needed to synthesize it. The reactants are: [Cl:1][C:2]1[C:9]([CH2:10][CH3:11])=[C:8](F)[CH:7]=[CH:6][C:3]=1[C:4]#[N:5].[OH:13][C@H:14]1[CH2:18][CH2:17][NH:16][C@H:15]1[CH3:19].C(=O)([O-])[O-].[Li+].[Li+]. (3) Given the product [Br:4][C:5]1[CH:6]=[C:7]2[C:8](=[CH:14][CH:15]=1)[C:9](=[O:10])[NH:3][NH:2][C:12]2=[O:11], predict the reactants needed to synthesize it. The reactants are: O.[NH2:2][NH2:3].[Br:4][C:5]1[CH:6]=[C:7]2[C:12](=O)[O:11][C:9](=[O:10])[C:8]2=[CH:14][CH:15]=1.Cl. (4) Given the product [F:39][C:33]1[CH:34]=[C:35]([F:38])[CH:36]=[CH:37][C:32]=1[O:31][C:30]1[CH:25]=[CH:26][C:27]([NH:40][S:41]([CH2:44][CH3:45])(=[O:42])=[O:43])=[CH:28][C:29]=1[C:6]1[CH:5]=[C:4]([C:17]#[C:18][Si:19]([CH3:20])([CH3:21])[CH3:22])[C:3](=[O:23])[N:2]([CH3:1])[CH:7]=1, predict the reactants needed to synthesize it. The reactants are: [CH3:1][N:2]1[CH:7]=[C:6](B2OC(C)(C)C(C)(C)O2)[CH:5]=[C:4]([C:17]#[C:18][Si:19]([CH3:22])([CH3:21])[CH3:20])[C:3]1=[O:23].Br[C:25]1[CH:26]=[C:27]([NH:40][S:41]([CH2:44][CH3:45])(=[O:43])=[O:42])[CH:28]=[CH:29][C:30]=1[O:31][C:32]1[CH:37]=[CH:36][C:35]([F:38])=[CH:34][C:33]=1[F:39].[O-]P([O-])([O-])=O.[K+].[K+].[K+]. (5) Given the product [ClH:4].[CH2:21]([NH:20][CH:18]1[N:19]=[C:1]([CH3:2])[N:16]=[C:15]([NH:14][CH2:13][C:12]2[CH:11]=[CH:10][C:9]([O:8][CH3:7])=[CH:33][CH:32]=2)[NH:17]1)[CH2:22][CH2:23][CH2:24][CH2:25][CH2:26][CH2:27][CH2:28][CH2:29][CH2:30][CH3:31], predict the reactants needed to synthesize it. The reactants are: [CH:1](=O)[CH3:2].[ClH:4].Cl.Cl.[CH3:7][O:8][C:9]1[CH:33]=[CH:32][C:12]([CH2:13][NH:14][C:15]([NH:17][C:18]([NH:20][CH2:21][CH2:22][CH2:23][CH2:24][CH2:25][CH2:26][CH2:27][CH2:28][CH2:29][CH2:30][CH3:31])=[NH:19])=[NH:16])=[CH:11][CH:10]=1. (6) Given the product [N:34]1[CH:35]=[CH:36][CH:37]=[C:32]([S:29]([CH:15]([NH:16][CH2:17][C:18]2[CH:23]=[CH:22][C:21]([N:24]3[CH:28]=[N:27][CH:26]=[N:25]3)=[CH:20][CH:19]=2)[C:11]2[N:10]=[C:9]([NH:8][CH2:38][C:39]([OH:41])=[O:40])[CH:14]=[CH:13][CH:12]=2)(=[O:30])=[O:31])[CH:33]=1, predict the reactants needed to synthesize it. The reactants are: C(OC([N:8]([CH2:38][C:39]([O:41]C(C)(C)C)=[O:40])[C:9]1[CH:14]=[CH:13][CH:12]=[C:11]([CH:15]([S:29]([C:32]2[CH:33]=[N:34][CH:35]=[CH:36][CH:37]=2)(=[O:31])=[O:30])[NH:16][CH2:17][C:18]2[CH:23]=[CH:22][C:21]([N:24]3[CH:28]=[N:27][CH:26]=[N:25]3)=[CH:20][CH:19]=2)[N:10]=1)=O)(C)(C)C.C(OC(N(CC(OC(C)(C)C)=O)C1C=CC=C(C(CC2C=CC(C3C=CC=CN=3)=CC=2)NS(C2C=NC=CC=2)(=O)=O)N=1)=O)(C)(C)C. (7) Given the product [CH2:1]([O:5][C:6]([C:8]1[N:9]=[C:10]([Br:26])[C:11]2[C:16]([C:17]=1[OH:18])=[CH:15][C:14]([O:19][CH2:20][CH2:21][CH2:22][CH3:23])=[CH:13][CH:12]=2)=[O:7])[CH2:2][CH2:3][CH3:4], predict the reactants needed to synthesize it. The reactants are: [CH2:1]([O:5][C:6]([C:8]1[N:9]=[CH:10][C:11]2[C:16]([C:17]=1[OH:18])=[CH:15][C:14]([O:19][CH2:20][CH2:21][CH2:22][CH3:23])=[CH:13][CH:12]=2)=[O:7])[CH2:2][CH2:3][CH3:4].P(Br)(Br)([Br:26])=O. (8) Given the product [CH2:20]([NH:16][C:4](=[O:6])[C:3]1[CH:7]=[C:8]([N+:11]([O-:13])=[O:12])[CH:9]=[CH:10][C:2]=1[Cl:1])[CH3:19], predict the reactants needed to synthesize it. The reactants are: [Cl:1][C:2]1[CH:10]=[CH:9][C:8]([N+:11]([O-:13])=[O:12])=[CH:7][C:3]=1[C:4]([OH:6])=O.C(N1C=CN=C1)([N:16]1[CH:20]=[CH:19]N=C1)=O.C(N(CC)CC)C.C(N)C.